Task: Binary Classification. Given a miRNA mature sequence and a target amino acid sequence, predict their likelihood of interaction.. Dataset: Experimentally validated miRNA-target interactions with 360,000+ pairs, plus equal number of negative samples (1) The miRNA is hsa-miR-193a-3p with sequence AACUGGCCUACAAAGUCCCAGU. The protein sequence of the target gene is MYDAERGWSLSFAGCGFLGFYHVGATRCLSEHAPHLLRDARMLFGASAGALHCVGVLSGIPLEQTLQVLSDLVRKARSRNIGIFHPSFNLSKFLRQGLCKCLPANVHQLISGKIGISLTRVSDGENVLVSDFRSKDEVVDALVCSCFIPFYSGLIPPSFRGVRYVDGGVSDNVPFIDAKTTITVSPFYGEYDICPKVKSTNFLHVDITKLSLRLCTGNLYLLSRAFVPPDLKVLGEICLRGYLDAFRFLEEKGICNRPQPGLKSSSEGMDPEVAMPSWANMSLDSSPESAALAVRLEGDE.... Result: 0 (no interaction). (2) The miRNA is mmu-miR-1191b-3p with sequence AGACUCACUAUGUAGCCCAAGC. The protein sequence of the target gene is MAKERGLISPSDFAQLQKYMEYSTKKVSDVLKLFEDGEMAKYVQGDAIGYEGFQQFLKIYLEVDNVPRHLSLALFQSFETGHCLNETNVTKDVVCLNDVSCYFSLLEGGRPEDKLEFTFKLYDTDRNGILDSSEVDKIILQMMRVAEYLDWDVSELRPILQEMMKEIDYDGSGSVSQAEWVRAGATTVPLLVLLGLEMTLKDDGQHMWRPKRFPRPVYCNLCESSIGLGKQGLSCNLCKYTVHDQCAMKALPCEVSTYAKSRKDIGVQSHVWVRGGCESGRCDRCQKKIRIYHSLTGLHC.... Result: 0 (no interaction). (3) The protein sequence of the target gene is MKTHLLLWGVLAIFVKAVLVTGDDEATILADNKCMCTRVTSRIIPSTEDPNEDIVERNIRIVVPLNNRENISDPTSPLRRNFVYHLSDVCKKCDPVEVELEDQVVTATQSNICNEDDGVPETCYMYDRNKCYTTMVPLRYHGETKMVQAALTPDSCYPD. Result: 0 (no interaction). The miRNA is mmu-miR-202-3p with sequence AGAGGUAUAGCGCAUGGGAAGA. (4) The miRNA is mmu-miR-7214-5p with sequence UGUUUUCUGGGUUGGAAUGAGAA. The protein sequence of the target gene is MPLNSSMECKNYDYDYDSYQPYFYFDNEDEDFYNHQHGQPPAPSEDIWKKFELLPTPPLSPSRRPSLSDPFPSTADKLEMVSEFLGDDVVNHSIICDADYSQSFLKSIIIQDCMWSGFSAAAKLEKVVSERLASLQAARKESSRTESADICRSVGFLQDMSTPASQCIDPSVVFPFPLTDSTKPCKPAPTPASTTLPLDTPPNSGSSSSSSDSESDDEDDEDEEEEEEIDVVTVEKRKSVKKSDANATHQSPVVLKRCHVNIHQHNYAAHPSTRNEQPAVKRIKFESHIRVFKQISHNRK.... Result: 0 (no interaction). (5) The miRNA is hsa-miR-192-5p with sequence CUGACCUAUGAAUUGACAGCC. The protein sequence of the target gene is MFLMNASPVVALQSKWEAFGPPGSCRFPRCFSEADEGVESASVSARVQMLISTLQRDGAARGTSDERAAQRGHRAEGCHDARPAAKPTVHKEPPALAVCGLVADFDPMGEEETTDFGPLVLDSDSDDSVDRDIEEAIQEYLKAKSGAAQPGAGGAQPGAAQPSRAAGGGSRCKPEPAHGSAPTALCPPKLVPGSGGGPGSQVGSSKDQGSASPVSVSSDDSFEQSIRAEIEQFLNEKRQHETQKCDGSVEKKPDTNENSAKSLLKSHQEPPTKVVHRQGLLGVQKEFAFRKPPRLAKMNV.... Result: 1 (interaction). (6) Result: 0 (no interaction). The protein sequence of the target gene is MAAGTSNYWEDLRKQARQLENELDLKLVSFSKLCTSYSHSGSRDGGRDRYSSDTTPLLNGSSQDRMFETMAIEIEQLLARLTGVNDKMAEYTHSAGVPSLNAALMHTLQRHRDILQDYTHEFHKTKANFTAIRERENLMGSVRKDIESYKSGSGVNNRRTELFLKEHDHLRNSDRLIEETISIAMATKENMTSQRGMLKSIHSKMNTLANRFPAVNSLIQRINLRKRRDSLILGGVIGICTILLLLYAFH. The miRNA is hsa-miR-514b-5p with sequence UUCUCAAGAGGGAGGCAAUCAU. (7) The miRNA is hsa-miR-6084 with sequence UUCCGCCAGUCGGUGGCCGG. The protein sequence of the target gene is MWIPTEHEKYGVVIASFRGTVPYGLSLEIGDTVQILEKCDGWYRGFALKNPNIKGIFPSSYVHLKNACVKNKGQFEMVIPTEDSVITEMTSTLRDWGTMWKQLYVRNEGDLFHRLWHIMNEILDLRRQVLVGHLTHDRMKDVKRHITARLDWGNEQLGLDLVPRKEYAMVDPEDISITELYRLMEHRHRKKDTPVQASSHHLFVQMKSLMCSNLGEELEVIFSLFDSKENRPISERFFLRLNRNGLPKAPDKPERHCSLFVDLGSSELRKDIYITVHIIRIGRMGAGEKKNACSVQYRRP.... Result: 0 (no interaction). (8) The miRNA is hsa-miR-4638-5p with sequence ACUCGGCUGCGGUGGACAAGU. Result: 0 (no interaction). The protein sequence of the target gene is MKVARFQKIPNVENETMIPVLTSKRASELAVSEVAGLLQADLQNGLNKSEVSHRRAFHGWNEFDISEDEPLWKKYISQFKNPLIMLLLASAVISILMRQFDDAVSITVAIVIVVTVAFVQEYRSEKSLEELSKLVPPECHCVREGKLEHTLARDLVPGDTVCLSVGDRVPADLRLFEAVDLSVDESSLTGETAPCSKVTAPQPAANGDLASRSNIAFMGTLVRCGKAKGIVIGTGENSEFGEVFKMMQAEEAPKTPLQKSMDLLGKQLSFYSFGIIGIIMLVGWLLGKDILEMFTISVSL.... (9) The miRNA is hsa-miR-1199-3p with sequence UGCGGCCGGUGCUCAACCUGC. The protein sequence of the target gene is MRGPAMRLPPRIALSALARGPSCILGSGAATRKDWQTRNRRGFSDFNIEPLPDSDLEESSPWTSRNRSEPTRHIACKKAARNLVRDLLEHQNPSRQIILECNPGPGILTGALLKAGARVVAFESEKTFIPHLEPLQRNMDGELQVVHCDFFKMDPRYQEVVRPDVSSQAIFQNLGIKAVPWSAGVPIKVFGILPYKHERRILWKILFDLYSCESIYRYGRVELNMFVSEKEFRKLIATPKRPDLYQVMAVLWQVACDVKFLHMEPWSSFSVHTENGHLEKSKHGESVNLLKQNLYLVRMT.... Result: 0 (no interaction). (10) The miRNA is mmu-miR-3473c with sequence UCUCUCCAGCCCCCAUAAUAAG. The protein sequence of the target gene is MATEVHNLQELRRSASLATKVFIQRDYSDGTICQFQTKFPPELDSRIERQLFEETVKTLNGFYAEAEKIGGSSYLEGCLACATAYFIFLCMETHYEKVLKKISRYIQEQNEKVFAPRGLLLTDPVERGMRVIEISIYEDRCSSGSSSSGSSSGSGSSSAGGGGAGAR. Result: 1 (interaction).